This data is from Full USPTO retrosynthesis dataset with 1.9M reactions from patents (1976-2016). The task is: Predict the reactants needed to synthesize the given product. (1) Given the product [C:1]([C:5]1[CH:6]=[C:7]([C:15]2[CH:16]=[C:17]([C:28]([OH:30])=[O:29])[N:18]([CH3:27])[C:19]=2[CH2:20][CH:21]2[CH2:22][CH2:23][CH2:24][CH2:25][CH2:26]2)[CH:8]=[C:9]([C:11]2([CH3:14])[CH2:13][CH2:12]2)[CH:10]=1)([CH3:2])([CH3:3])[CH3:4], predict the reactants needed to synthesize it. The reactants are: [C:1]([C:5]1[CH:6]=[C:7]([C:15]2[CH:16]=[C:17]([C:28]([O:30]C)=[O:29])[N:18]([CH3:27])[C:19]=2[CH2:20][CH:21]2[CH2:26][CH2:25][CH2:24][CH2:23][CH2:22]2)[CH:8]=[C:9]([C:11]2([CH3:14])[CH2:13][CH2:12]2)[CH:10]=1)([CH3:4])([CH3:3])[CH3:2].[OH-].[K+]. (2) Given the product [OH:41][CH:23]([CH2:24][N:25]1[CH2:26][CH2:27][CH:28]([C:31]2[CH:40]=[CH:39][C:38]3[C:33](=[CH:34][CH:35]=[CH:36][CH:37]=3)[CH:32]=2)[CH2:29][CH2:30]1)[CH2:22][O:21][C:20]1[C:14]2[CH:13]=[C:12]([CH:10]([OH:11])[CH3:9])[O:16][C:15]=2[CH:17]=[CH:18][CH:19]=1, predict the reactants needed to synthesize it. The reactants are: C(O)(=O)/C=C\C(O)=O.[CH3:9][C:10]([C:12]1[O:16][C:15]2[CH:17]=[CH:18][CH:19]=[C:20]([O:21][CH2:22][C@@H:23]([OH:41])[CH2:24][N:25]3[CH2:30][CH2:29][CH:28]([C:31]4[CH:40]=[CH:39][C:38]5[C:33](=[CH:34][CH:35]=[CH:36][CH:37]=5)[CH:32]=4)[CH2:27][CH2:26]3)[C:14]=2[CH:13]=1)=[O:11].[BH4-].[Na+].[Cl-].[NH4+]. (3) Given the product [CH:13]([NH2:14])([CH3:18])[CH3:12].[O:28]1[CH2:29][CH2:30][CH:26]([NH:25][C:3]([C:5]2[S:9][N:8]=[C:7]([O:10][CH2:11][C:12]3[C:13]([C:18]4[CH:23]=[CH:22][C:21]([F:24])=[CH:20][N:19]=4)=[N:14][O:15][C:16]=3[CH3:17])[CH:6]=2)=[O:4])[CH2:27]1, predict the reactants needed to synthesize it. The reactants are: CO[C:3]([C:5]1[S:9][N:8]=[C:7]([O:10][CH2:11][C:12]2[C:13]([C:18]3[CH:23]=[CH:22][C:21]([F:24])=[CH:20][N:19]=3)=[N:14][O:15][C:16]=2[CH3:17])[CH:6]=1)=[O:4].[NH2:25][CH:26]1[CH2:30][CH2:29][O:28][CH2:27]1.